This data is from Reaction yield outcomes from USPTO patents with 853,638 reactions. The task is: Predict the reaction yield, written as a fraction of the theoretical maximum amount of product (1.0 means a 100% yield; for example, 0.34 means a 34% yield). (1) The yield is 0.700. The product is [NH2:1][C:2]1[S:3][C:4]([C:12]2[CH:13]=[CH:14][C:15](=[O:18])[NH:16][CH:17]=2)=[C:5]([C:7]2[O:8][CH:9]=[CH:10][CH:11]=2)[N:6]=1. The catalyst is Br.C(O)(=O)C. The reactants are [NH2:1][C:2]1[S:3][C:4]([C:12]2[CH:13]=[CH:14][C:15]([O:18]C)=[N:16][CH:17]=2)=[C:5]([C:7]2[O:8][CH:9]=[CH:10][CH:11]=2)[N:6]=1.[OH-].[Na+]. (2) The reactants are [Br:1][C:2]1[S:3][C:4](Br)=[CH:5][CH:6]=1.C([Li])CCC.[O:13]1[C:17]2[CH:18]=[CH:19][C:20]([CH:22]=[O:23])=[CH:21][C:16]=2[CH:15]=[CH:14]1.O. The catalyst is O1CCCC1. The product is [O:13]1[C:17]2[CH:18]=[CH:19][C:20]([CH:22]([C:4]3[S:3][C:2]([Br:1])=[CH:6][CH:5]=3)[OH:23])=[CH:21][C:16]=2[CH:15]=[CH:14]1. The yield is 0.810.